Dataset: Full USPTO retrosynthesis dataset with 1.9M reactions from patents (1976-2016). Task: Predict the reactants needed to synthesize the given product. (1) Given the product [F:1][C:2]1[CH:18]=[C:17]([O:19][CH2:20][C:21]2[CH:22]=[N:23][C:24]([O:27][CH3:28])=[CH:25][CH:26]=2)[C:16]([O:29][CH3:30])=[CH:15][C:3]=1[CH2:4][N:5]1[C:9]2[CH:10]=[CH:11][C:12]([N:35]3[CH2:36][CH2:37][N:32]([CH3:31])[CH2:33][CH2:34]3)=[CH:13][C:8]=2[N:7]=[CH:6]1, predict the reactants needed to synthesize it. The reactants are: [F:1][C:2]1[CH:18]=[C:17]([O:19][CH2:20][C:21]2[CH:22]=[N:23][C:24]([O:27][CH3:28])=[CH:25][CH:26]=2)[C:16]([O:29][CH3:30])=[CH:15][C:3]=1[CH2:4][N:5]1[C:9]2[CH:10]=[CH:11][C:12](I)=[CH:13][C:8]=2[N:7]=[CH:6]1.[CH3:31][N:32]1[CH2:37][CH2:36][NH:35][CH2:34][CH2:33]1.C(=O)([O-])[O-].[K+].[K+].N1CCC[C@H]1C(O)=O. (2) Given the product [CH3:1][C:2]1[N:6]([CH:7]([CH3:9])[CH3:8])[C:5]([C:10]2[CH:15]=[CH:14][N:13]=[C:12]([NH:16][CH:17]3[CH2:22][CH2:21][CH2:20][CH:19]([NH:23][S:32]([CH3:31])(=[O:34])=[O:33])[CH2:18]3)[N:11]=2)=[CH:4][N:3]=1, predict the reactants needed to synthesize it. The reactants are: [CH3:1][C:2]1[N:6]([CH:7]([CH3:9])[CH3:8])[C:5]([C:10]2[CH:15]=[CH:14][N:13]=[C:12]([NH:16][CH:17]3[CH2:22][CH2:21][CH2:20][CH:19]([NH2:23])[CH2:18]3)[N:11]=2)=[CH:4][N:3]=1.C(N(CC)CC)C.[CH3:31][S:32](Cl)(=[O:34])=[O:33].N. (3) Given the product [Br:20][C:17]1[CH:16]=[CH:15][C:14]([CH:12]([NH:4][CH2:5][CH2:6][C:7]([OH:11])([CH2:27][CH:23]=[CH2:24])[CH:8]([CH3:9])[CH3:10])[CH3:13])=[CH:19][CH:18]=1, predict the reactants needed to synthesize it. The reactants are: COC(=O)[N:4]([CH:12]([C:14]1[CH:19]=[CH:18][C:17]([Br:20])=[CH:16][CH:15]=1)[CH3:13])[CH2:5][CH2:6][C:7](=[O:11])[CH:8]([CH3:10])[CH3:9].[Br-].[CH2:23]1[CH2:27]OC[CH2:24]1. (4) The reactants are: I[C:2]1[C:10]2[C:5](=[CH:6][CH:7]=[C:8]([C:11]3[S:12][C:13]([C:16]4[CH:21]=[CH:20][CH:19]=[CH:18][CH:17]=4)=[N:14][N:15]=3)[CH:9]=2)[N:4]([S:22]([C:25]2[CH:31]=[CH:30][C:28]([CH3:29])=[CH:27][CH:26]=2)(=[O:24])=[O:23])[CH:3]=1.[B:32]1(B2OC(C)(C)C(C)(C)O2)[O:36]C(C)(C)C(C)(C)[O:33]1.C([O-])(=O)C.[K+].C(Cl)Cl. Given the product [C:16]1([C:13]2[S:12][C:11]([C:8]3[CH:9]=[C:10]4[C:5](=[CH:6][CH:7]=3)[N:4]([S:22]([C:25]3[CH:26]=[CH:27][C:28]([CH3:29])=[CH:30][CH:31]=3)(=[O:24])=[O:23])[CH:3]=[C:2]4[B:32]([OH:36])[OH:33])=[N:15][N:14]=2)[CH:21]=[CH:20][CH:19]=[CH:18][CH:17]=1, predict the reactants needed to synthesize it. (5) Given the product [CH3:45][CH2:46][CH2:47][CH2:48][CH2:49][C@H:50]([OH:69])/[CH:51]=[CH:52]/[C@@H:53]1[C@@H:57]([CH2:58]/[CH:59]=[CH:60]\[CH2:61][CH2:62][CH2:63][C:64]([OH:66])=[O:65])[C:56](=[O:67])[CH2:55][C@H:54]1[OH:68], predict the reactants needed to synthesize it. The reactants are: CS(C)=O.C(N(CC(O)=O)CC(O)=O)CN(CC(O)=O)CC(O)=O.C([C@H](N)C(O)=O)CC(N[C@H](C(NCC(O)=O)=O)CS)=O.[CH3:45][CH2:46][CH2:47][CH2:48][CH2:49][C@H:50]([OH:69])/[CH:51]=[CH:52]/[C@@H:53]1[C@@H:57]([CH2:58]/[CH:59]=[CH:60]\[CH2:61][CH2:62][CH2:63][C:64]([OH:66])=[O:65])[C@H:56]2[O:67][O:68][C@@H:54]1[CH2:55]2. (6) Given the product [CH2:1]([O:8][C:9]1[CH:10]=[C:11]2[C:16](=[CH:17][CH:18]=1)[N:15]([CH:19]1[CH2:24][CH2:23][S:22](=[O:39])[CH2:21][CH2:20]1)[C:14](=[O:25])[N:13]([CH2:26][C:27]1[CH:32]=[CH:31][C:30]([O:33][CH3:34])=[C:29]([O:35][CH3:36])[CH:28]=1)[C:12]2=[O:37])[C:2]1[CH:7]=[CH:6][CH:5]=[CH:4][CH:3]=1, predict the reactants needed to synthesize it. The reactants are: [CH2:1]([O:8][C:9]1[CH:10]=[C:11]2[C:16](=[CH:17][CH:18]=1)[N:15]([CH:19]1[CH2:24][CH2:23][S:22][CH2:21][CH2:20]1)[C:14](=[O:25])[N:13]([CH2:26][C:27]1[CH:32]=[CH:31][C:30]([O:33][CH3:34])=[C:29]([O:35][CH3:36])[CH:28]=1)[C:12]2=[O:37])[C:2]1[CH:7]=[CH:6][CH:5]=[CH:4][CH:3]=1.I([O-])(=O)(=O)=[O:39].[Na+]. (7) Given the product [N:6]1([C:11]2[CH:31]=[CH:30][C:14]([CH2:15][C:16]3[C:17]([O:28][CH3:29])=[N:18][C:19]4[C:24]([C:25]=3[Cl:26])=[CH:23][C:22]([C:40]([C:35]3[CH:36]=[CH:37][C:38]([Cl:39])=[C:33]([Cl:32])[CH:34]=3)([C:42]3[CH:43]=[N:44][CH:45]=[CH:46][CH:47]=3)[OH:41])=[CH:21][CH:20]=4)=[CH:13][CH:12]=2)[CH:10]=[CH:9][CH:8]=[N:7]1, predict the reactants needed to synthesize it. The reactants are: [Li]CCCC.[N:6]1([C:11]2[CH:31]=[CH:30][C:14]([CH2:15][C:16]3[C:17]([O:28][CH3:29])=[N:18][C:19]4[C:24]([C:25]=3[Cl:26])=[CH:23][C:22](Br)=[CH:21][CH:20]=4)=[CH:13][CH:12]=2)[CH:10]=[CH:9][CH:8]=[N:7]1.[Cl:32][C:33]1[CH:34]=[C:35]([C:40]([C:42]2[CH:43]=[N:44][CH:45]=[CH:46][CH:47]=2)=[O:41])[CH:36]=[CH:37][C:38]=1[Cl:39]. (8) Given the product [F:21][C:15]1[CH:16]=[CH:17][CH:18]=[C:19]([F:20])[C:14]=1[C:12]1[S:13][C:9]([NH:8][C:6](=[O:7])[O:5][C:1]([CH3:3])([CH3:4])[CH3:2])=[C:10]([C:22](=[O:23])[NH:58][C:59]2[CH:60]=[N:61][N:62]([CH3:79])[C:63]=2[N:64]2[CH2:65][CH2:66][CH:67]([NH:72][C:73](=[O:78])[C:74]([F:75])([F:76])[F:77])[CH:68]([F:71])[CH2:69][CH2:70]2)[N:11]=1, predict the reactants needed to synthesize it. The reactants are: [C:1]([O:5][C:6]([NH:8][C:9]1[S:13][C:12]([C:14]2[C:19]([F:20])=[CH:18][CH:17]=[CH:16][C:15]=2[F:21])=[N:11][C:10]=1[C:22](O)=[O:23])=[O:7])([CH3:4])([CH3:3])[CH3:2].C1CN([P+](ON2N=NC3C=CC=CC2=3)(N2CCCC2)N2CCCC2)CC1.F[P-](F)(F)(F)(F)F.[NH2:58][C:59]1[CH:60]=[N:61][N:62]([CH3:79])[C:63]=1[N:64]1[CH2:70][CH2:69][CH:68]([F:71])[CH:67]([NH:72][C:73](=[O:78])[C:74]([F:77])([F:76])[F:75])[CH2:66][CH2:65]1.CCN(C(C)C)C(C)C. (9) Given the product [CH3:14][C:13]([N+:10]([O-:12])=[O:11])([CH3:15])[CH2:2][C:3]1[CH:8]=[CH:7][C:6]([OH:9])=[CH:5][CH:4]=1, predict the reactants needed to synthesize it. The reactants are: O[CH2:2][C:3]1[CH:8]=[CH:7][C:6]([OH:9])=[CH:5][CH:4]=1.[N+:10]([CH:13]([CH3:15])[CH3:14])([O-:12])=[O:11].CC(C)([O-])C.[K+].